Dataset: Forward reaction prediction with 1.9M reactions from USPTO patents (1976-2016). Task: Predict the product of the given reaction. (1) The product is: [OH:2][C@H:3]1[CH2:11][N:10]2[C@H:5]([CH2:6][C:7](=[O:12])[CH2:8][CH2:9]2)[CH2:4]1. Given the reactants C[O:2][C@H:3]1[CH2:11][N:10]2[C@H:5]([CH2:6][C:7](=[O:12])[CH2:8][CH2:9]2)[CH2:4]1.C(=O)([O-])[O-].[Na+].[Na+], predict the reaction product. (2) Given the reactants C(O[C:6](=[O:21])[NH:7][CH:8]1[C:17]2[C:12](=[CH:13][C:14]([C:18](=[O:20])[CH3:19])=[CH:15][CH:16]=2)[CH2:11][CH2:10][CH2:9]1)(C)(C)C.Cl.NC1CCCC2C=C(C(=O)C)C=CC1=2.[F:37][C:38]1[CH:43]=[CH:42][C:41]([CH:44]([NH:49][S:50]([C:53]2[CH:58]=[CH:57][CH:56]=[C:55]([C:59]([F:62])([F:61])[F:60])[CH:54]=2)(=[O:52])=[O:51])[CH2:45]C(O)=O)=[CH:40][CH:39]=1.C(Cl)CCl.C1C=CC2N(O)N=NC=2C=1.CCN(C(C)C)C(C)C, predict the reaction product. The product is: [C:18]([C:14]1[CH:13]=[C:12]2[C:17](=[CH:16][CH:15]=1)[CH:8]([NH:7][C:6](=[O:21])[CH2:45][CH:44]([C:41]1[CH:40]=[CH:39][C:38]([F:37])=[CH:43][CH:42]=1)[NH:49][S:50]([C:53]1[CH:58]=[CH:57][CH:56]=[C:55]([C:59]([F:60])([F:62])[F:61])[CH:54]=1)(=[O:51])=[O:52])[CH2:9][CH2:10][CH2:11]2)(=[O:20])[CH3:19]. (3) The product is: [F:26][C:11]1[CH:10]=[C:9]([C:6]2[CH:5]=[CH:4][N:3]=[C:2]3[NH:1][C:33]([C:31]4[CH:30]=[N:29][N:28]([CH3:27])[CH:32]=4)=[N:8][C:7]=23)[CH:14]=[CH:13][C:12]=1[C:15]1([NH:18][C:19](=[O:25])[O:20][C:21]([CH3:22])([CH3:23])[CH3:24])[CH2:16][CH2:17]1. Given the reactants [NH2:1][C:2]1[C:7]([NH2:8])=[C:6]([C:9]2[CH:14]=[CH:13][C:12]([C:15]3([NH:18][C:19](=[O:25])[O:20][C:21]([CH3:24])([CH3:23])[CH3:22])[CH2:17][CH2:16]3)=[C:11]([F:26])[CH:10]=2)[CH:5]=[CH:4][N:3]=1.[CH3:27][N:28]1[CH:32]=[C:31]([CH:33]=O)[CH:30]=[N:29]1, predict the reaction product. (4) Given the reactants [CH3:1][N:2]1[C:6]([C:7](=[O:9])[CH3:8])=[CH:5][N:4]=[C:3]1[C:10]([F:13])([F:12])[F:11], predict the reaction product. The product is: [CH3:1][N:2]([CH3:6])/[CH:3]=[CH:8]/[C:7]([C:6]1[N:2]([CH3:1])[C:3]([C:10]([F:12])([F:13])[F:11])=[N:4][CH:5]=1)=[O:9]. (5) Given the reactants [CH2:1]([OH:9])[CH2:2][CH2:3]CCCCC.[OH-:10].[Na+].[CH2:12]([CH:14]1[O:16][CH2:15]1)Cl.[Cl-].[Na+], predict the reaction product. The product is: [CH2:12]([O:10][CH2:3][CH:2]1[O:9][CH2:1]1)[CH:14]1[O:16][CH2:15]1. (6) Given the reactants N(C(OCC)=O)=NC(OCC)=[O:4].[Cl:13][C:14]1[CH:15]=[CH:16][C:17]2[N:18]([CH3:35])[C:19](=[O:34])[C:20]3[CH:30]=[C:29]([CH2:31][CH2:32][OH:33])[CH:28]=[N:27][C:21]=3[N:22]([CH2:25][CH3:26])[C:23]=2[N:24]=1.O[C:37]1[CH:46]=[CH:45][CH:44]=[C:43]2[C:38]=1[CH:39]=[CH:40][CH:41]=[N:42]2.C1C=CC(P(C2C=CC=CC=2)C2C=CC=CC=2)=CC=1.C1C=C(Cl)C=C(C(OO)=O)C=1, predict the reaction product. The product is: [Cl:13][C:14]1[CH:15]=[CH:16][C:17]2[N:18]([CH3:35])[C:19](=[O:34])[C:20]3[CH:30]=[C:29]([CH2:31][CH2:32][O:33][C:37]4[CH:46]=[CH:45][CH:44]=[C:43]5[C:38]=4[CH:39]=[CH:40][CH:41]=[N+:42]5[O-:4])[CH:28]=[N:27][C:21]=3[N:22]([CH2:25][CH3:26])[C:23]=2[N:24]=1. (7) Given the reactants [F:1][C:2]1[N:7]=[C:6]([NH:8]CC2C=CC(OC)=CC=2)[CH:5]=[CH:4][C:3]=1[CH2:18][C:19]1[C:27]2[CH:26]=[N:25][CH:24]=[N:23][C:22]=2[NH:21][CH:20]=1.FC(F)(F)C(O)=O, predict the reaction product. The product is: [F:1][C:2]1[N:7]=[C:6]([NH2:8])[CH:5]=[CH:4][C:3]=1[CH2:18][C:19]1[C:27]2[CH:26]=[N:25][CH:24]=[N:23][C:22]=2[NH:21][CH:20]=1.